This data is from Full USPTO retrosynthesis dataset with 1.9M reactions from patents (1976-2016). The task is: Predict the reactants needed to synthesize the given product. (1) Given the product [Cl:1][C:2]1[CH:3]=[CH:4][C:5]2[O:9][C:8]([C:10]3[CH:11]=[CH:12][C:13]([OH:16])=[CH:14][CH:15]=3)=[CH:7][C:6]=2[CH:18]=1, predict the reactants needed to synthesize it. The reactants are: [Cl:1][C:2]1[CH:3]=[CH:4][C:5]2[O:9][C:8]([C:10]3[CH:15]=[CH:14][C:13]([O:16]C)=[CH:12][CH:11]=3)=[CH:7][C:6]=2[CH:18]=1.Cl.N1C=CC=CC=1. (2) Given the product [NH:28]([C:16]([C:15]1[CH:20]=[CH:21][C:12]([C:10]([NH:9][C:8]2[CH:22]=[CH:23][CH:24]=[C:6]([S:3]([C:2]([F:26])([F:25])[F:1])(=[O:5])=[O:4])[CH:7]=2)=[O:11])=[CH:13][CH:14]=1)=[O:17])[NH2:29], predict the reactants needed to synthesize it. The reactants are: [F:1][C:2]([F:26])([F:25])[S:3]([C:6]1[CH:7]=[C:8]([CH:22]=[CH:23][CH:24]=1)[NH:9][C:10]([C:12]1[CH:21]=[CH:20][C:15]([C:16](OC)=[O:17])=[CH:14][CH:13]=1)=[O:11])(=[O:5])=[O:4].O.[NH2:28][NH2:29]. (3) Given the product [F:36][P-:37]([F:42])([F:41])([F:40])([F:39])[F:38].[CH3:21][C:1]1[CH:6]=[C:5]([CH3:7])[CH:4]=[C:3]([CH3:8])[C:2]=1[NH+:9]1[CH:29]=[C:28]([C:22]2[CH:27]=[CH:26][CH:25]=[CH:24][CH:23]=2)[N:11]([C:12]2[C:13]([CH3:20])=[CH:14][C:15]([CH3:19])=[CH:16][C:17]=2[CH3:18])[NH:10]1, predict the reactants needed to synthesize it. The reactants are: [C:1]1([CH3:21])[CH:6]=[C:5]([CH3:7])[CH:4]=[C:3]([CH3:8])[C:2]=1[N:9]=[N:10][NH:11][C:12]1[C:17]([CH3:18])=[CH:16][C:15]([CH3:19])=[CH:14][C:13]=1[CH3:20].[C:22]1([C:28]#[CH:29])[CH:27]=[CH:26][CH:25]=[CH:24][CH:23]=1.ClOC(C)(C)C.[F:36][P-:37]([F:42])([F:41])([F:40])([F:39])[F:38].[K+]. (4) Given the product [CH3:15][O:14][C:12](=[O:13])[CH2:11][CH2:10][N:9]([CH2:16][CH2:17][C:18](=[O:19])[O:20][CH3:21])[C:6]1[CH:5]=[C:4]2[C:3]([CH:1]=[C:24]([C:25]([OH:27])=[O:26])[C:23](=[O:28])[O:22]2)=[CH:8][CH:7]=1, predict the reactants needed to synthesize it. The reactants are: [CH:1]([C:3]1[CH:8]=[CH:7][C:6]([N:9]([CH2:16][CH2:17][C:18]([O:20][CH3:21])=[O:19])[CH2:10][CH2:11][C:12]([O:14][CH3:15])=[O:13])=[CH:5][C:4]=1[OH:22])=O.[C:23](O)(=[O:28])[CH2:24][C:25]([OH:27])=[O:26].NC1C=CC=CC=1. (5) Given the product [NH2:20][CH2:19][C@@H:18]([NH:31][C:32](=[O:44])[C:33]1[CH:38]=[CH:37][C:36]([O:39][CH:40]([CH3:42])[CH3:41])=[C:35]([Cl:43])[CH:34]=1)[CH2:17][C:14]1[CH:15]=[CH:16][C:11]([C:9]2[N:10]=[C:3]3[C:2]([Br:1])=[CH:7][CH:6]=[CH:5][N:4]3[CH:8]=2)=[CH:12][CH:13]=1, predict the reactants needed to synthesize it. The reactants are: [Br:1][C:2]1[C:3]2[N:4]([CH:8]=[C:9]([C:11]3[CH:16]=[CH:15][C:14]([CH2:17][C@H:18]([NH:31][C:32](=[O:44])[C:33]4[CH:38]=[CH:37][C:36]([O:39][CH:40]([CH3:42])[CH3:41])=[C:35]([Cl:43])[CH:34]=4)[CH2:19][N:20]4C(=O)C5C(=CC=CC=5)C4=O)=[CH:13][CH:12]=3)[N:10]=2)[CH:5]=[CH:6][CH:7]=1.O.NN. (6) Given the product [F:13][C:8]1[C:7]([CH:3]2[CH2:4][CH2:5][CH2:6][O:1][CH2:2]2)=[CH:12][CH:11]=[CH:10][N:9]=1, predict the reactants needed to synthesize it. The reactants are: [O:1]1[CH2:6][CH2:5][CH:4]=[C:3]([C:7]2[C:8]([F:13])=[N:9][CH:10]=[CH:11][CH:12]=2)[CH2:2]1. (7) Given the product [C:6]([C:5]1[CH:9]=[C:10]2[C:2](=[CH:3][CH:4]=1)[C:1](=[O:12])[O:11][CH2:13]2)([OH:8])=[O:7], predict the reactants needed to synthesize it. The reactants are: [C:1]([OH:12])(=[O:11])[C:2]1[CH:10]=[CH:9][C:5]([C:6]([OH:8])=[O:7])=[CH:4][CH:3]=1.[CH2:13]=O.